This data is from Reaction yield outcomes from USPTO patents with 853,638 reactions. The task is: Predict the reaction yield, written as a fraction of the theoretical maximum amount of product (1.0 means a 100% yield; for example, 0.34 means a 34% yield). (1) The reactants are [NH:1]1[C:9]2[C:4](=[CH:5][CH:6]=[C:7]([NH:10][C:11]3[N:20]=[C:19](Cl)[CH:18]=[C:17]([C:22]#[N:23])[C:12]=3[C:13]([O:15][CH3:16])=[O:14])[CH:8]=2)[CH:3]=[N:2]1.[NH2:24][C@@H:25]1[CH2:30][CH2:29][CH2:28][CH2:27][C@@H:26]1[NH:31][C:32](=[O:38])[O:33][C:34]([CH3:37])([CH3:36])[CH3:35].CCN(CC)CC.O. The catalyst is C1COCC1.CCOC(C)=O. The product is [NH:1]1[C:9]2[C:4](=[CH:5][CH:6]=[C:7]([NH:10][C:11]3[N:20]=[C:19]([NH:24][C@@H:25]4[CH2:30][CH2:29][CH2:28][CH2:27][C@@H:26]4[NH:31][C:32]([O:33][C:34]([CH3:37])([CH3:36])[CH3:35])=[O:38])[CH:18]=[C:17]([C:22]#[N:23])[C:12]=3[C:13]([O:15][CH3:16])=[O:14])[CH:8]=2)[CH:3]=[N:2]1. The yield is 0.620. (2) The reactants are C(=O)([O-])[O-].[Na+].[Na+].ClCCl.[CH3:10][O:11][C:12]1[C:17](B(O)O)=[CH:16][CH:15]=[CH:14][N:13]=1.[C:21]([O:24][C@@H:25]1[C@@H:38]([O:39][C:40](=[O:42])[CH3:41])[C@H:37]([O:43][C:44](=[O:46])[CH3:45])[CH2:36][S:35][C@H:26]1[O:27][C:28]1[CH:29]=[N:30][C:31](Br)=[CH:32][CH:33]=1)(=[O:23])[CH3:22]. The catalyst is O.COCCOC. The product is [C:21]([O:24][C@@H:25]1[C@@H:38]([O:39][C:40](=[O:42])[CH3:41])[C@H:37]([O:43][C:44](=[O:46])[CH3:45])[CH2:36][S:35][C@H:26]1[O:27][C:28]1[CH:29]=[N:30][C:31]([C:17]2[C:12]([O:11][CH3:10])=[N:13][CH:14]=[CH:15][CH:16]=2)=[CH:32][CH:33]=1)(=[O:23])[CH3:22]. The yield is 0.700. (3) The reactants are CC([O-])(C)C.[K+].CC1C=CC(S([CH2:17][N+:18]#[C-])(=O)=O)=CC=1.[Cl:20][C:21]1[CH:22]=[C:23]([CH:26]=[CH:27][C:28]=1[O:29][CH3:30])[CH:24]=O.CO. The catalyst is C1COCC1.O. The product is [Cl:20][C:21]1[CH:22]=[C:23]([CH2:24][C:17]#[N:18])[CH:26]=[CH:27][C:28]=1[O:29][CH3:30]. The yield is 0.830. (4) The reactants are Br[C:2]1[CH:7]=[CH:6][C:5]([S:8]([CH2:11][CH2:12][C:13]([O:15][C:16]([CH3:19])([CH3:18])[CH3:17])=[O:14])(=[O:10])=[O:9])=[CH:4][CH:3]=1.[N:20]1[CH:25]=[CH:24][C:23](OB(O)O)=[CH:22][CH:21]=1.C(=O)([O-])[O-].[Na+].[Na+].C(COC)OC. The catalyst is O. The product is [N:20]1[CH:25]=[CH:24][C:23]([C:2]2[CH:7]=[CH:6][C:5]([S:8]([CH2:11][CH2:12][C:13]([O:15][C:16]([CH3:19])([CH3:18])[CH3:17])=[O:14])(=[O:10])=[O:9])=[CH:4][CH:3]=2)=[CH:22][CH:21]=1. The yield is 0.140.